From a dataset of Catalyst prediction with 721,799 reactions and 888 catalyst types from USPTO. Predict which catalyst facilitates the given reaction. (1) Reactant: [C:1]([O:5][C:6]([N:8]1[CH2:13][CH2:12][C:11]([C:17]2[CH:22]=[CH:21][CH:20]=[CH:19][C:18]=2[F:23])([C:14](O)=[O:15])[CH2:10][CH2:9]1)=[O:7])([CH3:4])([CH3:3])[CH3:2].B.O1CCCC1. Product: [F:23][C:18]1[CH:19]=[CH:20][CH:21]=[CH:22][C:17]=1[C:11]1([CH2:14][OH:15])[CH2:10][CH2:9][N:8]([C:6]([O:5][C:1]([CH3:2])([CH3:3])[CH3:4])=[O:7])[CH2:13][CH2:12]1. The catalyst class is: 7. (2) Reactant: [F:1][C:2]([F:29])([F:28])[CH2:3][N:4]1[CH2:27][CH2:26][C:7]2[N:8]([CH2:16][C:17]([C:20]3[CH:25]=[CH:24][N:23]=[CH:22][CH:21]=3)(O)[CH3:18])[C:9]3[CH:10]=[CH:11][C:12]([CH3:15])=[CH:13][C:14]=3[C:6]=2[CH2:5]1. Product: [CH3:15][C:12]1[CH:11]=[CH:10][C:9]2[N:8](/[CH:16]=[C:17](/[C:20]3[CH:21]=[CH:22][N:23]=[CH:24][CH:25]=3)\[CH3:18])[C:7]3[CH2:26][CH2:27][N:4]([CH2:3][C:2]([F:28])([F:29])[F:1])[CH2:5][C:6]=3[C:14]=2[CH:13]=1. The catalyst class is: 309. (3) Reactant: [CH3:1][O:2][C:3]([C@@H:5]([N:13]1[CH2:21][C:17]2[CH:18]=[CH:19][S:20][C:16]=2[CH2:15][CH2:14]1)[C:6]1[CH:7]=[CH:8][CH:9]=[CH:10][C:11]=1[Cl:12])=[O:4].[C:22]1([S:28]([OH:31])(=[O:30])=[O:29])[CH:27]=[CH:26][CH:25]=[CH:24][CH:23]=1. Product: [CH3:1][O:2][C:3]([C@@H:5]([N:13]1[CH2:21][C:17]2[CH:18]=[CH:19][S:20][C:16]=2[CH2:15][CH2:14]1)[C:6]1[C:11]([Cl:12])=[CH:10][CH:9]=[CH:8][CH:7]=1)=[O:4].[CH:25]1[CH:26]=[CH:27][C:22]([S:28]([OH:31])(=[O:30])=[O:29])=[CH:23][CH:24]=1. The catalyst class is: 1. (4) Reactant: CC(C)(OC([NH:7][C:8]1[N:13]=[C:12]([CH2:14][CH2:15][O:16][C:17]2[CH:18]=[C:19]3[C:24](=[CH:25][CH:26]=2)[CH2:23][CH:22]([CH2:27][C:28]([OH:30])=[O:29])[CH2:21][CH2:20]3)[CH:11]=[CH:10][CH:9]=1)=O)C. Product: [NH2:7][C:8]1[N:13]=[C:12]([CH2:14][CH2:15][O:16][C:17]2[CH:18]=[C:19]3[C:24](=[CH:25][CH:26]=2)[CH2:23][CH:22]([CH2:27][C:28]([OH:30])=[O:29])[CH2:21][CH2:20]3)[CH:11]=[CH:10][CH:9]=1. The catalyst class is: 33. (5) Product: [CH:15]([C:12]1[S:11][C:10]([C:7]2[CH:8]=[CH:9][C:4]([C:3]([OH:17])=[O:2])=[CH:5][CH:6]=2)=[CH:14][CH:13]=1)=[O:16]. Reactant: C[O:2][C:3](=[O:17])[C:4]1[CH:9]=[CH:8][C:7]([C:10]2[S:11][C:12]([CH:15]=[O:16])=[CH:13][CH:14]=2)=[CH:6][CH:5]=1.[OH-].[Li+].Cl. The catalyst class is: 24. (6) Reactant: [CH3:1][O:2][C:3](=[O:13])[C:4]1[CH:9]=[CH:8][C:7]([NH:10][CH3:11])=[C:6]([NH2:12])[CH:5]=1.[NH2:14][C:15]1[S:16][C:17]2[CH:23]=[C:22]([CH3:24])[CH:21]=[CH:20][C:18]=2[N:19]=1.[C:25](N1C=CN=C1)(N1C=CN=C1)=S. Product: [CH3:1][O:2][C:3]([C:4]1[CH:9]=[CH:8][C:7]2[N:10]([CH3:25])[C:11]([NH:14][C:15]3[S:16][C:17]4[CH:23]=[C:22]([CH3:24])[CH:21]=[CH:20][C:18]=4[N:19]=3)=[N:12][C:6]=2[CH:5]=1)=[O:13]. The catalyst class is: 344.